Dataset: HIV replication inhibition screening data with 41,000+ compounds from the AIDS Antiviral Screen. Task: Binary Classification. Given a drug SMILES string, predict its activity (active/inactive) in a high-throughput screening assay against a specified biological target. (1) The drug is O=C1c2ccccc2C2(O)Nc3c(ccc4ccccc34)C12O. The result is 0 (inactive). (2) The result is 1 (active). The drug is Cc1cc(S(=O)(=O)NC2=NCCCN2)c(S)cc1Cl.